Task: Predict the product of the given reaction.. Dataset: Forward reaction prediction with 1.9M reactions from USPTO patents (1976-2016) (1) Given the reactants Cl[CH2:2][CH2:3][CH2:4][CH2:5][C:6]([C:8]1[CH:13]=[CH:12][CH:11]=[CH:10][C:9]=1[Cl:14])=[O:7].[NH:15]1[CH2:20][CH2:19][CH:18]([C:21]2[CH:22]=[C:23]([NH:27][C:28]([CH:30]3[CH2:32][CH2:31]3)=[O:29])[CH:24]=[CH:25][CH:26]=2)[CH2:17][CH2:16]1, predict the reaction product. The product is: [Cl:14][C:9]1[CH:10]=[CH:11][CH:12]=[CH:13][C:8]=1[C:6](=[O:7])[CH2:5][CH2:4][CH2:3][CH2:2][N:15]1[CH2:20][CH2:19][CH:18]([C:21]2[CH:22]=[C:23]([NH:27][C:28]([CH:30]3[CH2:31][CH2:32]3)=[O:29])[CH:24]=[CH:25][CH:26]=2)[CH2:17][CH2:16]1. (2) Given the reactants Cl[CH2:2][C:3]1[N:4]=[C:5]([CH2:9][CH3:10])[S:6][C:7]=1[CH3:8].[P:11]([O:18]CC)([O:15][CH2:16][CH3:17])[O:12][CH2:13][CH3:14], predict the reaction product. The product is: [CH2:9]([C:5]1[S:6][C:7]([CH3:8])=[C:3]([CH2:2][P:11](=[O:18])([O:15][CH2:16][CH3:17])[O:12][CH2:13][CH3:14])[N:4]=1)[CH3:10]. (3) Given the reactants [N+:1]([O:4][CH2:5][CH2:6][CH2:7][CH2:8][NH:9][C:10](=[O:20])[CH2:11][NH:12]C(=O)OC(C)(C)C)([O-:3])=[O:2], predict the reaction product. The product is: [N+:1]([O-:3])([O:4][CH2:5][CH2:6][CH2:7][CH2:8][NH:9][C:10](=[O:20])[CH2:11][NH2:12])=[O:2]. (4) Given the reactants C(O[CH2:5][C:6]1[CH:11]=[C:10]([C:12]([O:14][CH3:15])=[O:13])[CH:9]=[CH:8][C:7]=1[C:16]1[CH:21]=[CH:20][CH:19]=[CH:18][C:17]=1[CH3:22])(=O)C.C[CH2:24][N:25](C(C)C)[CH:26](C)C.CS(Cl)(=O)=O.CNC, predict the reaction product. The product is: [CH3:24][N:25]([CH2:5][C:6]1[CH:11]=[C:10]([C:12]([O:14][CH3:15])=[O:13])[CH:9]=[CH:8][C:7]=1[C:16]1[CH:21]=[CH:20][CH:19]=[CH:18][C:17]=1[CH3:22])[CH3:26].